Dataset: Peptide-MHC class I binding affinity with 185,985 pairs from IEDB/IMGT. Task: Regression. Given a peptide amino acid sequence and an MHC pseudo amino acid sequence, predict their binding affinity value. This is MHC class I binding data. (1) The peptide sequence is GVPLLAIGCY. The MHC is HLA-A30:02 with pseudo-sequence HLA-A30:02. The binding affinity (normalized) is 0.250. (2) The peptide sequence is RIRQGLERA. The MHC is HLA-B51:01 with pseudo-sequence HLA-B51:01. The binding affinity (normalized) is 0. (3) The peptide sequence is SPMETTAEF. The MHC is HLA-A03:01 with pseudo-sequence HLA-A03:01. The binding affinity (normalized) is 0.0847. (4) The peptide sequence is VYSFDESSF. The MHC is HLA-A30:01 with pseudo-sequence HLA-A30:01. The binding affinity (normalized) is 0.0847.